From a dataset of Full USPTO retrosynthesis dataset with 1.9M reactions from patents (1976-2016). Predict the reactants needed to synthesize the given product. (1) The reactants are: [Cl:1][C:2]1[CH:3]=[C:4]2[C:10]([C:11]3[CH:12]=[C:13]([NH:17][CH:18]([CH:27]([CH3:29])[CH3:28])[C:19]([NH:21][CH2:22][C:23]([F:26])([F:25])[F:24])=[O:20])[CH:14]=[N:15][CH:16]=3)=[CH:9][N:8](S(C3C=CC(C)=CC=3)(=O)=O)[C:5]2=[N:6][CH:7]=1.C(N)CN.[OH-].[Na+]. Given the product [Cl:1][C:2]1[CH:3]=[C:4]2[C:10]([C:11]3[CH:12]=[C:13]([NH:17][CH:18]([CH:27]([CH3:29])[CH3:28])[C:19]([NH:21][CH2:22][C:23]([F:24])([F:25])[F:26])=[O:20])[CH:14]=[N:15][CH:16]=3)=[CH:9][NH:8][C:5]2=[N:6][CH:7]=1, predict the reactants needed to synthesize it. (2) Given the product [F:1][C:2]1[CH:19]=[CH:18][C:5]([O:6][CH2:7][C@@H:8]([NH2:10])[CH3:9])=[C:4]([C:20]([F:21])([F:22])[F:23])[CH:3]=1, predict the reactants needed to synthesize it. The reactants are: [F:1][C:2]1[CH:19]=[CH:18][C:5]([O:6][CH2:7][C@@H:8]([NH:10]C(=O)OC(C)(C)C)[CH3:9])=[C:4]([C:20]([F:23])([F:22])[F:21])[CH:3]=1.Cl. (3) Given the product [F:12][C:2]([F:1])([C:5]1[CH:10]=[CH:9][CH:8]=[C:7]([CH3:11])[N:6]=1)[CH2:3][O:4][S:14]([CH3:13])(=[O:16])=[O:15], predict the reactants needed to synthesize it. The reactants are: [F:1][C:2]([F:12])([C:5]1[CH:10]=[CH:9][CH:8]=[C:7]([CH3:11])[N:6]=1)[CH2:3][OH:4].[CH3:13][S:14](Cl)(=[O:16])=[O:15].C(N(CC)CC)C. (4) The reactants are: Cl[C:2]1[N:6]([CH2:7][CH2:8][CH2:9][C:10]([O:12][CH2:13][CH3:14])=[O:11])[C:5]2[C:15]([CH:20]([CH2:23][CH3:24])[CH2:21][CH3:22])=[CH:16][CH:17]=[C:18]([Cl:19])[C:4]=2[N:3]=1.[Br:25][C:26]1[CH:32]=[C:31]([CH3:33])[CH:30]=[CH:29][C:27]=1[NH2:28].O.C1(C)C=CC(S(O)(=O)=O)=CC=1.C(=O)([O-])O.[Na+]. Given the product [Br:25][C:26]1[CH:32]=[C:31]([CH3:33])[CH:30]=[CH:29][C:27]=1[NH:28][C:2]1[N:6]([CH2:7][CH2:8][CH2:9][C:10]([O:12][CH2:13][CH3:14])=[O:11])[C:5]2[C:15]([CH:20]([CH2:23][CH3:24])[CH2:21][CH3:22])=[CH:16][CH:17]=[C:18]([Cl:19])[C:4]=2[N:3]=1, predict the reactants needed to synthesize it. (5) Given the product [CH2:21]([C@@H:4]([CH2:5][N:6]1[CH2:11][CH2:10][C@@:9]([CH3:12])([C:13]2[CH:18]=[CH:17][CH:16]=[C:15]([O:19][S:43]([C:46]([F:49])([F:48])[F:47])(=[O:45])=[O:44])[CH:14]=2)[C@@H:8]([CH3:20])[CH2:7]1)[C:3]([O:2][CH3:1])=[O:28])[C:22]1[CH:27]=[CH:26][CH:25]=[CH:24][CH:23]=1, predict the reactants needed to synthesize it. The reactants are: [CH3:1][O:2][C:3](=[O:28])[C@@H:4]([CH2:21][C:22]1[CH:27]=[CH:26][CH:25]=[CH:24][CH:23]=1)[CH2:5][N:6]1[CH2:11][CH2:10][C@:9]([C:13]2[CH:18]=[CH:17][CH:16]=[C:15]([OH:19])[CH:14]=2)([CH3:12])[C@@H:8]([CH3:20])[CH2:7]1.C(N(CC)CC)C.C1C=CC(N([S:43]([C:46]([F:49])([F:48])[F:47])(=[O:45])=[O:44])[S:43]([C:46]([F:49])([F:48])[F:47])(=[O:45])=[O:44])=CC=1.[OH-].[Na+]. (6) Given the product [C:21]1([CH2:16][C:17]([OH:19])=[O:18])[CH:26]=[CH:25][CH:24]=[CH:23][CH:22]=1, predict the reactants needed to synthesize it. The reactants are: C(OC1C=CC(S(N(C)[CH:16]([C:21]2[CH:26]=[CH:25][CH:24]=[CH:23][CH:22]=2)[C:17]([O:19]C)=[O:18])(=O)=O)=CC=1)C#CC.[OH-].[K+]. (7) Given the product [Br:1][C:2]1[CH:3]=[C:4]2[C:9](=[CH:10][CH:11]=1)[CH2:8][N:7]([C:12]1[N:13]=[CH:14][N:15]=[C:16]([NH:19][C:20]3[C:21]([CH3:29])=[C:22]([CH:26]=[CH:27][CH:28]=3)[C:23]([NH2:25])=[O:24])[N:17]=1)[CH2:6][CH2:5]2, predict the reactants needed to synthesize it. The reactants are: [Br:1][C:2]1[CH:3]=[C:4]2[C:9](=[CH:10][CH:11]=1)[CH2:8][N:7]([C:12]1[N:17]=[C:16](Cl)[N:15]=[CH:14][N:13]=1)[CH2:6][CH2:5]2.[NH2:19][C:20]1[C:21]([CH3:29])=[C:22]([CH:26]=[CH:27][CH:28]=1)[C:23]([NH2:25])=[O:24].C(N(C(C)C)C(C)C)C.CC(O)C. (8) Given the product [Cl:27][C:5]1[C:6]([N:11]2[CH2:12][CH2:13][N:14]([CH2:17][C:18]([NH:20][C:21]3[O:25][N:24]=[C:23]([CH3:26])[CH:22]=3)=[O:19])[CH2:15][CH2:16]2)=[C:7]2[N:8]=[C:28]([C:29]3[CH:34]=[CH:33][C:32]([O:35][CH3:36])=[CH:31][CH:30]=3)[NH:1][C:2]2=[N:3][CH:4]=1, predict the reactants needed to synthesize it. The reactants are: [NH2:1][C:2]1[C:7]([N+:8]([O-])=O)=[C:6]([N:11]2[CH2:16][CH2:15][N:14]([CH2:17][C:18]([NH:20][C:21]3[O:25][N:24]=[C:23]([CH3:26])[CH:22]=3)=[O:19])[CH2:13][CH2:12]2)[C:5]([Cl:27])=[CH:4][N:3]=1.[CH:28](=O)[C:29]1[CH:34]=[CH:33][C:32]([O:35][CH3:36])=[CH:31][CH:30]=1.[O-]S(S([O-])=O)=O.[Na+].[Na+]. (9) The reactants are: [C@H:1]1([NH:10][C:11]2[CH:20]=[CH:19][C:18]3[C:13](=[CH:14][CH:15]=[C:16]([NH2:21])[CH:17]=3)[N:12]=2)[C:9]2[C:4](=[CH:5][CH:6]=[CH:7][CH:8]=2)[CH2:3][CH2:2]1.[N-:22]=[C:23]=[O:24].[K+].O.C(=O)(O)[O-].[Na+]. Given the product [C@H:1]1([NH:10][C:11]2[CH:20]=[CH:19][C:18]3[C:13](=[CH:14][CH:15]=[C:16]([NH:21][C:23]([NH2:22])=[O:24])[CH:17]=3)[N:12]=2)[C:9]2[C:4](=[CH:5][CH:6]=[CH:7][CH:8]=2)[CH2:3][CH2:2]1, predict the reactants needed to synthesize it.